This data is from CYP3A4 inhibition data for predicting drug metabolism from PubChem BioAssay. The task is: Regression/Classification. Given a drug SMILES string, predict its absorption, distribution, metabolism, or excretion properties. Task type varies by dataset: regression for continuous measurements (e.g., permeability, clearance, half-life) or binary classification for categorical outcomes (e.g., BBB penetration, CYP inhibition). Dataset: cyp3a4_veith. (1) The drug is CCOC(=O)N1CCN(S(=O)(=O)c2ccc3[nH]cc(C(=O)O)c(=O)c3c2)CC1. The result is 0 (non-inhibitor). (2) The molecule is CCC(=O)N1C2C3N(C(=O)CC)C1C1N(C(=O)CC)C(C(N1C(=O)CC)N3C(=O)CC)N2C(=O)CC. The result is 0 (non-inhibitor). (3) The molecule is CC(C)NC(=O)N1CCCC2(CCN(S(=O)(=O)c3ccccc3)CC2)C1. The result is 1 (inhibitor). (4) The molecule is CCc1nnc(NC(=O)CCC(=O)NCc2ccccc2OC)s1. The result is 0 (non-inhibitor). (5) The molecule is O=C(/C=C\C=C/c1ccc2c(c1)OCO2)N1CCCCC1. The result is 1 (inhibitor). (6) The drug is Cc1cc(C)cc(Oc2nn[nH]n2)c1. The result is 0 (non-inhibitor). (7) The compound is COc1ccc(C(C)=O)c(OC(=O)c2ccco2)c1. The result is 0 (non-inhibitor).